This data is from Forward reaction prediction with 1.9M reactions from USPTO patents (1976-2016). The task is: Predict the product of the given reaction. Given the reactants [CH3:1][C:2]1([CH3:10])[C:6](=O)[CH2:5][C:4]([CH3:9])([CH3:8])[NH:3]1.O.NN.[OH-].[K+].C(=O)([O-])[O-].[K+].[K+], predict the reaction product. The product is: [CH3:1][C:2]1([CH3:10])[CH2:6][CH2:5][C:4]([CH3:9])([CH3:8])[NH:3]1.